From a dataset of Reaction yield outcomes from USPTO patents with 853,638 reactions. Predict the reaction yield, written as a fraction of the theoretical maximum amount of product (1.0 means a 100% yield; for example, 0.34 means a 34% yield). (1) The reactants are [F:1][C:2]1[CH:7]=[CH:6][C:5]([C:8]2[C:9]([C:18]([OH:20])=O)=[CH:10][C:11]([S:14]([CH3:17])(=[O:16])=[O:15])=[CH:12][CH:13]=2)=[CH:4][CH:3]=1.[Cl:21][C:22]1[CH:23]=[C:24]([N:31]2[CH2:36][CH2:35][NH:34][CH2:33][CH2:32]2)[CH:25]=[C:26]([F:30])[C:27]=1[O:28][CH3:29]. No catalyst specified. The product is [Cl:21][C:22]1[CH:23]=[C:24]([N:31]2[CH2:36][CH2:35][N:34]([C:18]([C:9]3[CH:10]=[C:11]([S:14]([CH3:17])(=[O:15])=[O:16])[CH:12]=[CH:13][C:8]=3[C:5]3[CH:4]=[CH:3][C:2]([F:1])=[CH:7][CH:6]=3)=[O:20])[CH2:33][CH2:32]2)[CH:25]=[C:26]([F:30])[C:27]=1[O:28][CH3:29]. The yield is 0.440. (2) The reactants are [F:1][C:2]1[CH:7]=[CH:6][CH:5]=[C:4]([O:8][CH2:9][CH2:10][O:11][CH3:12])[N:3]=1.C([N-]C(C)C)(C)C.[Li+].CCCCCCC.O1CCCC1.C(C1C=CC=CC=1)C.[B:41](OC(C)C)([O:46]C(C)C)[O:42]C(C)C.FC1N=C(OCCOC)C(B(O)O)=CC=1. The catalyst is C1COCC1. The product is [F:1][C:2]1[C:7]([B:41]([OH:46])[OH:42])=[CH:6][CH:5]=[C:4]([O:8][CH2:9][CH2:10][O:11][CH3:12])[N:3]=1. The yield is 0.159. (3) The reactants are [H-].[Na+].[C:3]1([OH:9])[CH:8]=[CH:7][CH:6]=[CH:5][CH:4]=1.[C:10]([O:14][C:15]([N:17]1[CH2:23][CH2:22][C:21]2[C:24]([CH2:29]Cl)=[C:25]([Cl:28])[CH:26]=[CH:27][C:20]=2[CH2:19][CH2:18]1)=[O:16])([CH3:13])([CH3:12])[CH3:11]. The catalyst is CN(C=O)C.[I-].[K+]. The product is [C:10]([O:14][C:15]([N:17]1[CH2:23][CH2:22][C:21]2[C:24]([CH2:29][O:9][C:3]3[CH:8]=[CH:7][CH:6]=[CH:5][CH:4]=3)=[C:25]([Cl:28])[CH:26]=[CH:27][C:20]=2[CH2:19][CH2:18]1)=[O:16])([CH3:13])([CH3:12])[CH3:11]. The yield is 0.360. (4) The reactants are [CH3:1][C:2]1[CH:3]=[CH:4][CH:5]=[C:6]2[C:11]=1[N:10]=[CH:9][CH:8]=[CH:7]2.[N+:12]([O-])([O-:14])=[O:13].[K+]. The catalyst is OS(O)(=O)=O. The product is [CH3:1][C:2]1[CH:3]=[CH:4][C:5]([N+:12]([O-:14])=[O:13])=[C:6]2[C:11]=1[N:10]=[CH:9][CH:8]=[CH:7]2. The yield is 0.940. (5) The reactants are [CH3:1][O:2][C:3]1[CH:8]=[N:7][N:6](COC)[C:5](=[O:12])[C:4]=1[C:13]1[CH:18]=[CH:17][C:16]([O:19][CH2:20][CH2:21][CH2:22][N:23]2[CH2:27][CH2:26][CH2:25][C@H:24]2[CH3:28])=[CH:15][CH:14]=1.Cl.[OH-].[Na+]. The catalyst is CO. The product is [CH3:1][O:2][C:3]1[CH:8]=[N:7][NH:6][C:5](=[O:12])[C:4]=1[C:13]1[CH:14]=[CH:15][C:16]([O:19][CH2:20][CH2:21][CH2:22][N:23]2[CH2:27][CH2:26][CH2:25][C@H:24]2[CH3:28])=[CH:17][CH:18]=1. The yield is 0.370. (6) The reactants are [N:1]1([C:6]([NH:8][C:9]2[N:14]=[CH:13][N:12]=[C:11]([NH:15][C:16]3[CH:21]=[CH:20][C:19]([NH:22]C(=O)OCC4C=CC=CC=4)=[CH:18][CH:17]=3)[CH:10]=2)=[O:7])[CH2:5][CH2:4][CH2:3][CH2:2]1.[H][H].CCCCCC.C(OCC)(=O)C. The catalyst is O1CCCC1.CO.[C].[Pd]. The product is [NH2:22][C:19]1[CH:18]=[CH:17][C:16]([NH:15][C:11]2[CH:10]=[C:9]([NH:8][C:6]([N:1]3[CH2:5][CH2:4][CH2:3][CH2:2]3)=[O:7])[N:14]=[CH:13][N:12]=2)=[CH:21][CH:20]=1. The yield is 0.710. (7) The reactants are [Cl:1][C:2]1[CH:3]=[CH:4][C:5]([NH:11][C:12]2[C:17]([Cl:18])=[CH:16][N:15]=[C:14]([NH:19][C:20]3[N:24]([CH:25]([CH3:27])[CH3:26])[N:23]=[C:22]([CH3:28])[CH:21]=3)[CH:13]=2)=[C:6]([CH:10]=1)[C:7]([OH:9])=O.C1C=CC2[N:37]([OH:38])N=NC=2C=1.[CH2:39](Cl)CCl.CCN(C(C)C)C(C)C. The catalyst is CN(C)C=O.C(O)(=O)C.O. The yield is 0.268. The product is [Cl:1][C:2]1[CH:3]=[CH:4][C:5]([NH:11][C:12]2[C:17]([Cl:18])=[CH:16][N:15]=[C:14]([NH:19][C:20]3[N:24]([CH:25]([CH3:27])[CH3:26])[N:23]=[C:22]([CH3:28])[CH:21]=3)[CH:13]=2)=[C:6]([CH:10]=1)[C:7]([NH:37][O:38][CH3:39])=[O:9].